Dataset: Catalyst prediction with 721,799 reactions and 888 catalyst types from USPTO. Task: Predict which catalyst facilitates the given reaction. Reactant: [NH2:1][C:2]1[CH:7]=[CH:6][C:5]([Cl:8])=[CH:4][C:3]=1[C:9]([C:11]1[CH:16]=[CH:15][CH:14]=[C:13]([O:17][CH3:18])[C:12]=1[O:19][CH3:20])=O.CI.[C:23]1(P(C2C=CC=CC=2)C2C=CC=CC=2)C=CC=CC=1.C(O[K])(C)(C)C.O. Product: [Cl:8][C:5]1[CH:6]=[CH:7][C:2]([NH2:1])=[C:3]([C:9]([C:11]2[CH:16]=[CH:15][CH:14]=[C:13]([O:17][CH3:18])[C:12]=2[O:19][CH3:20])=[CH2:23])[CH:4]=1. The catalyst class is: 7.